This data is from Full USPTO retrosynthesis dataset with 1.9M reactions from patents (1976-2016). The task is: Predict the reactants needed to synthesize the given product. (1) Given the product [CH:29]1([CH2:32][N:1]([CH2:32][CH:29]2[CH2:31][CH2:30]2)[CH2:2][CH2:3][NH:4][C@H:5]2[CH2:10][CH2:9][C@H:8]([CH2:11][C:12]([NH:14][C@H:15]3[CH2:20][C:19]4[CH:21]=[CH:22][CH:23]=[C:24]([C:25]([OH:27])=[O:26])[C:18]=4[O:17][B:16]3[OH:28])=[O:13])[CH2:7][CH2:6]2)[CH2:31][CH2:30]1, predict the reactants needed to synthesize it. The reactants are: [NH2:1][CH2:2][CH2:3][NH:4][C@H:5]1[CH2:10][CH2:9][C@H:8]([CH2:11][C:12]([NH:14][C@H:15]2[CH2:20][C:19]3[CH:21]=[CH:22][CH:23]=[C:24]([C:25]([OH:27])=[O:26])[C:18]=3[O:17][B:16]2[OH:28])=[O:13])[CH2:7][CH2:6]1.[CH:29]1([CH:32]=O)[CH2:31][CH2:30]1. (2) Given the product [I-:19].[CH2:1]([O:8][C:9]1[C:10]([CH2:17][CH2:18][P+:26]([C:27]2[CH:28]=[CH:29][CH:30]=[CH:31][CH:32]=2)([C:33]2[CH:38]=[CH:37][CH:36]=[CH:35][CH:34]=2)[C:23]2[CH:22]=[CH:21][CH:20]=[CH:25][CH:24]=2)=[C:11]([F:16])[C:12]([F:15])=[CH:13][CH:14]=1)[C:2]1[CH:7]=[CH:6][CH:5]=[CH:4][CH:3]=1, predict the reactants needed to synthesize it. The reactants are: [CH2:1]([O:8][C:9]1[CH:14]=[CH:13][C:12]([F:15])=[C:11]([F:16])[C:10]=1[CH2:17][CH2:18][I:19])[C:2]1[CH:7]=[CH:6][CH:5]=[CH:4][CH:3]=1.[CH:20]1[CH:25]=[CH:24][C:23]([P:26]([C:33]2[CH:38]=[CH:37][CH:36]=[CH:35][CH:34]=2)[C:27]2[CH:32]=[CH:31][CH:30]=[CH:29][CH:28]=2)=[CH:22][CH:21]=1.